From a dataset of Catalyst prediction with 721,799 reactions and 888 catalyst types from USPTO. Predict which catalyst facilitates the given reaction. Product: [C:1]([O:4][CH2:5][C:6]1([C:9]2[CH:14]=[CH:13][C:12]([C:15]3[CH:16]=[C:17]4[C:21](=[CH:22][C:23]=3[Cl:24])[N:20]([CH2:29][O:30][CH2:31][CH2:32][Si:33]([CH3:36])([CH3:35])[CH3:34])[C:19]([Cl:25])=[CH:18]4)=[CH:11][CH:10]=2)[CH2:8][CH2:7]1)(=[O:3])[CH3:2]. Reactant: [C:1]([O:4][CH2:5][C:6]1([C:9]2[CH:14]=[CH:13][C:12]([C:15]3[CH:16]=[C:17]4[C:21](=[CH:22][C:23]=3[Cl:24])[NH:20][C:19]([Cl:25])=[CH:18]4)=[CH:11][CH:10]=2)[CH2:8][CH2:7]1)(=[O:3])[CH3:2].[H-].[Na+].Cl[CH2:29][O:30][CH2:31][CH2:32][Si:33]([CH3:36])([CH3:35])[CH3:34]. The catalyst class is: 9.